From a dataset of Full USPTO retrosynthesis dataset with 1.9M reactions from patents (1976-2016). Predict the reactants needed to synthesize the given product. The reactants are: [NH2:1][C:2]1[CH:3]=[C:4]([C:8]([C:10]2[C:14]3[CH:15]=[N:16][CH:17]=[CH:18][C:13]=3[N:12]([C:19]([CH3:30])([CH3:29])[CH2:20][O:21][Si:22]([C:25]([CH3:28])([CH3:27])[CH3:26])([CH3:24])[CH3:23])[CH:11]=2)=[O:9])[CH:5]=[N:6][CH:7]=1.[F:31][C:32]1[CH:33]=[CH:34][C:35]([CH2:38][C:39](O)=[O:40])=[N:36][CH:37]=1. Given the product [Si:22]([O:21][CH2:20][C:19]([N:12]1[C:13]2[CH:18]=[CH:17][N:16]=[CH:15][C:14]=2[C:10]([C:8]([C:4]2[CH:3]=[C:2]([NH:1][C:39](=[O:40])[CH2:38][C:35]3[CH:34]=[CH:33][C:32]([F:31])=[CH:37][N:36]=3)[CH:7]=[N:6][CH:5]=2)=[O:9])=[CH:11]1)([CH3:30])[CH3:29])([C:25]([CH3:28])([CH3:27])[CH3:26])([CH3:23])[CH3:24], predict the reactants needed to synthesize it.